From a dataset of Forward reaction prediction with 1.9M reactions from USPTO patents (1976-2016). Predict the product of the given reaction. (1) Given the reactants [H-].[Al+3].[Li+].[H-].[H-].[H-].[Cl:7][C:8]1[CH:13]=[CH:12][C:11]([CH:14]([CH:22]([OH:29])[C:23]2[CH:28]=[CH:27][CH:26]=[CH:25][CH:24]=2)[CH2:15][NH:16][C:17](=O)OCC)=[CH:10][CH:9]=1, predict the reaction product. The product is: [Cl:7][C:8]1[CH:9]=[CH:10][C:11]([CH:14]([CH2:15][NH:16][CH3:17])[CH:22]([C:23]2[CH:24]=[CH:25][CH:26]=[CH:27][CH:28]=2)[OH:29])=[CH:12][CH:13]=1. (2) Given the reactants C([N:8]1[CH2:33][CH2:32][C:11]2([N:15]=[C:14]([C:16]3[CH:21]=[CH:20][C:19]([O:22][CH2:23][CH2:24][CH2:25][N:26]4[CH2:30][CH2:29][CH2:28][CH:27]4[CH3:31])=[CH:18][CH:17]=3)[O:13][CH2:12]2)[CH2:10][CH2:9]1)C1C=CC=CC=1, predict the reaction product. The product is: [CH3:31][CH:27]1[CH2:28][CH2:29][CH2:30][N:26]1[CH2:25][CH2:24][CH2:23][O:22][C:19]1[CH:18]=[CH:17][C:16]([C:14]2[O:13][CH2:12][C:11]3([CH2:10][CH2:9][NH:8][CH2:33][CH2:32]3)[N:15]=2)=[CH:21][CH:20]=1. (3) Given the reactants [CH3:1][O:2][C:3]1[CH:4]=[CH:5][C:6]2=[C:7]([CH:25]=1)[NH:8][C:9](=[O:24])[C@@H:10]([CH3:23])[NH:11][C:12](=[O:22])[CH2:13][NH:14][C:15](=[O:21])[CH2:16][CH2:17][CH2:18][CH:19]=[CH:20]2, predict the reaction product. The product is: [CH3:1][O:2][C:3]1[CH:4]=[CH:5][C:6]2[CH2:20][CH2:19][CH2:18][CH2:17][CH2:16][C:15](=[O:21])[NH:14][CH2:13][C:12](=[O:22])[NH:11][C@H:10]([CH3:23])[C:9](=[O:24])[NH:8][C:7]=2[CH:25]=1. (4) The product is: [CH3:5][C:6]1[CH:7]=[CH:8][C:9]([NH:12][C:15]([C:17]2[CH:26]=[C:25]3[C:20]([CH2:21][CH2:22][C:23]([CH3:28])([CH3:27])[O:24]3)=[C:19]([O:29][CH2:30][C:31]3[CH:36]=[CH:35][CH:34]=[CH:33][C:32]=3[Cl:37])[CH:18]=2)=[O:14])=[N:10][CH:11]=1.[CH3:5][C:6]1[CH:7]=[CH:8][C:9]([NH:12][C:40]([C:42]2[C:43]3[CH2:44][CH2:45][C:46]([CH3:62])([CH3:61])[O:47][C:48]=3[CH:49]=[C:50]([O:52][CH2:53][C:54]3[CH:59]=[CH:58][CH:57]=[CH:56][C:55]=3[Cl:60])[CH:51]=2)=[O:39])=[N:10][CH:11]=1. Given the reactants [Cl-].C[Al+]C.[CH3:5][C:6]1[CH:7]=[CH:8][C:9]([NH2:12])=[N:10][CH:11]=1.C[O:14][C:15]([C:17]1[CH:26]=[C:25]2[C:20]([CH2:21][CH2:22][C:23]([CH3:28])([CH3:27])[O:24]2)=[C:19]([O:29][CH2:30][C:31]2[CH:36]=[CH:35][CH:34]=[CH:33][C:32]=2[Cl:37])[CH:18]=1)=O.C[O:39][C:40]([C:42]1[C:43]2[CH2:44][CH2:45][C:46]([CH3:62])([CH3:61])[O:47][C:48]=2[CH:49]=[C:50]([O:52][CH2:53][C:54]2[CH:59]=[CH:58][CH:57]=[CH:56][C:55]=2[Cl:60])[CH:51]=1)=O, predict the reaction product. (5) Given the reactants [Cl:1][C:2]1[CH:3]=[C:4]2[CH:10]=[C:9]([C:11]([NH:13][CH2:14][C:15]([OH:17])=O)=[O:12])[NH:8][C:5]2=[CH:6][N:7]=1.Cl.[OH:19][CH:20]1[CH2:23][NH:22][CH2:21]1.C1C=CC2N(O)N=NC=2C=1.CCN(C(C)C)C(C)C.CCN=C=NCCCN(C)C, predict the reaction product. The product is: [OH:19][CH:20]1[CH2:23][N:22]([C:15](=[O:17])[CH2:14][NH:13][C:11]([C:9]2[NH:8][C:5]3=[CH:6][N:7]=[C:2]([Cl:1])[CH:3]=[C:4]3[CH:10]=2)=[O:12])[CH2:21]1. (6) The product is: [C:1]([O:5][CH2:6][CH2:7][CH2:8][CH2:9][CH2:10][CH:11]([CH3:13])[CH3:12])(=[O:4])[CH:2]=[CH2:3].[C:14]([O:18][CH2:19][CH2:20][OH:21])(=[O:17])[CH:15]=[CH2:16]. Given the reactants [C:1]([O:5][CH2:6][CH2:7][CH2:8][CH2:9][CH2:10][CH:11]([CH3:13])[CH3:12])(=[O:4])[CH:2]=[CH2:3].[C:14]([O:18][CH2:19][CH2:20][OH:21])(=[O:17])[CH:15]=[CH2:16].N(C(C)(CC)C#N)=NC(C)(CC)C#N.C(OCC)(=O)C, predict the reaction product. (7) Given the reactants [I:1][C:2]1[CH:7]=[CH:6][C:5]([OH:8])=[CH:4][CH:3]=1.[H-].[Na+].CC1C=CC(S(O[C@H:22]2[CH2:25][C@@H:24]([N:26]3[CH2:30][CH2:29][CH2:28][CH:27]3[CH3:31])[CH2:23]2)(=O)=O)=CC=1, predict the reaction product. The product is: [I:1][C:2]1[CH:7]=[CH:6][C:5]([O:8][C@H:22]2[CH2:25][C@H:24]([N:26]3[CH2:30][CH2:29][CH2:28][CH:27]3[CH3:31])[CH2:23]2)=[CH:4][CH:3]=1.